From a dataset of Peptide-MHC class I binding affinity with 185,985 pairs from IEDB/IMGT. Regression. Given a peptide amino acid sequence and an MHC pseudo amino acid sequence, predict their binding affinity value. This is MHC class I binding data. (1) The peptide sequence is EREEELRKRL. The MHC is HLA-B27:05 with pseudo-sequence HLA-B27:05. The binding affinity (normalized) is 0.320. (2) The peptide sequence is DFWKLVDRER. The MHC is HLA-A33:01 with pseudo-sequence HLA-A33:01. The binding affinity (normalized) is 0.961. (3) The peptide sequence is RPNHTIKGSF. The MHC is HLA-B53:01 with pseudo-sequence HLA-B53:01. The binding affinity (normalized) is 0. (4) The peptide sequence is LLHSTYFPCF. The MHC is Mamu-B17 with pseudo-sequence Mamu-B17. The binding affinity (normalized) is 0.273.